This data is from Forward reaction prediction with 1.9M reactions from USPTO patents (1976-2016). The task is: Predict the product of the given reaction. Given the reactants [CH2:1]([NH:8][C:9]1[N:14]2[N:15]=[CH:16][C:17]([C:18]([OH:20])=O)=[C:13]2[N:12]=[CH:11][C:10]=1[C:21]([N:23]1[CH2:28][CH2:27][CH:26]([C:29]2[CH:34]=[CH:33][C:32]([Cl:35])=[CH:31][CH:30]=2)[CH2:25][CH2:24]1)=[O:22])[C:2]1[CH:7]=[CH:6][CH:5]=[CH:4][CH:3]=1.[CH3:36][S:37]([NH2:40])(=[O:39])=[O:38], predict the reaction product. The product is: [CH2:1]([NH:8][C:9]1[N:14]2[N:15]=[CH:16][C:17]([C:18]([NH:40][S:37]([CH3:36])(=[O:39])=[O:38])=[O:20])=[C:13]2[N:12]=[CH:11][C:10]=1[C:21]([N:23]1[CH2:28][CH2:27][CH:26]([C:29]2[CH:34]=[CH:33][C:32]([Cl:35])=[CH:31][CH:30]=2)[CH2:25][CH2:24]1)=[O:22])[C:2]1[CH:3]=[CH:4][CH:5]=[CH:6][CH:7]=1.